Dataset: Full USPTO retrosynthesis dataset with 1.9M reactions from patents (1976-2016). Task: Predict the reactants needed to synthesize the given product. (1) Given the product [CH3:29][S:39]([C:3]1[O:4][C:5]([C:8]2[CH:9]=[CH:10][C:11]3[O:15][CH:14]=[C:13]([C:16]4[CH:21]=[CH:20][CH:19]=[C:18]([O:22][C:23]([F:25])([F:26])[F:24])[CH:17]=4)[C:12]=3[CH:27]=2)=[N:6][N:7]=1)(=[O:43])=[O:41], predict the reactants needed to synthesize it. The reactants are: CS[C:3]1[O:4][C:5]([C:8]2[CH:9]=[CH:10][C:11]3[O:15][CH:14]=[C:13]([C:16]4[CH:21]=[CH:20][CH:19]=[C:18]([O:22][C:23]([F:26])([F:25])[F:24])[CH:17]=4)[C:12]=3[CH:27]=2)=[N:6][N:7]=1.Cl[C:29]1C=CC=C(C(OO)=O)C=1.[S:39]([O-:43])([O-])(=[O:41])=S.[Na+].[Na+]. (2) The reactants are: [Br:1][C:2]1[CH:3]=[N:4][CH:5]=[C:6]([CH2:8]Cl)[CH:7]=1.C([O-])([O-])=O.[K+].[K+].[SH:16][CH2:17][C:18]([O:20][CH3:21])=[O:19]. Given the product [Br:1][C:2]1[CH:7]=[C:6]([CH2:8][S:16][CH2:17][C:18]([O:20][CH3:21])=[O:19])[CH:5]=[N:4][CH:3]=1, predict the reactants needed to synthesize it. (3) The reactants are: Cl[C:2]1[CH:3]=[C:4]([N:8]2[CH2:13][CH2:12][N:11]([C:14]([C:16]3[N:17]([C:22]4[CH:27]=[CH:26][CH:25]=[CH:24][CH:23]=4)[N:18]=[C:19]([CH3:21])[CH:20]=3)=[O:15])[CH2:10][CH2:9]2)[CH:5]=[CH:6][CH:7]=1.Cl.N1(C2C=C([CH2:41][OH:42])C=CC=2)CCNCC1.OC1C(C)=C(N2CCN(C(C3N(C4C=CC=CC=4)N=C(C)C=3)=O)CC2)C=CC=1. Given the product [OH:42][CH2:41][C:2]1[CH:3]=[C:4]([N:8]2[CH2:9][CH2:10][N:11]([C:14]([C:16]3[N:17]([C:22]4[CH:23]=[CH:24][CH:25]=[CH:26][CH:27]=4)[N:18]=[C:19]([CH3:21])[CH:20]=3)=[O:15])[CH2:12][CH2:13]2)[CH:5]=[CH:6][CH:7]=1, predict the reactants needed to synthesize it. (4) The reactants are: [NH2:1][C:2]1[CH:3]=[C:4]([CH:21]=[CH:22][CH:23]=1)[O:5][C:6]1[CH:7]=[CH:8][C:9]2[N:10]([CH:12]=[C:13]([NH:15][C:16]([CH:18]3[CH2:20][CH2:19]3)=[O:17])[N:14]=2)[N:11]=1.[NH:24]1[C:32]2[C:27](=[CH:28][CH:29]=[CH:30][CH:31]=2)[C:26]([C:33](O)=[O:34])=[N:25]1.C(Cl)(=O)C(Cl)=O.O1CCCC1. Given the product [CH:18]1([C:16]([NH:15][C:13]2[N:14]=[C:9]3[CH:8]=[CH:7][C:6]([O:5][C:4]4[CH:3]=[C:2]([NH:1][C:33]([C:26]5[C:27]6[C:32](=[CH:31][CH:30]=[CH:29][CH:28]=6)[NH:24][N:25]=5)=[O:34])[CH:23]=[CH:22][CH:21]=4)=[N:11][N:10]3[CH:12]=2)=[O:17])[CH2:20][CH2:19]1, predict the reactants needed to synthesize it.